This data is from Full USPTO retrosynthesis dataset with 1.9M reactions from patents (1976-2016). The task is: Predict the reactants needed to synthesize the given product. (1) Given the product [NH2:1][C:2]1[CH:3]=[CH:4][CH:5]=[C:6]2[C:11]=1[N:10]=[CH:9][CH:8]=[C:7]2[Cl:12], predict the reactants needed to synthesize it. The reactants are: [NH2:1][C:2]1[CH:3]=[CH:4][CH:5]=[C:6]2[C:11]=1[N:10]=[CH:9][CH:8]=[CH:7]2.[Cl:12]N1C(=O)CCC1=O. (2) Given the product [CH3:1][C:2]1[CH:7]=[CH:6][CH:5]=[CH:4][C:3]=1[NH:8][C:9]1[N:14]2[N:15]=[CH:16][C:17]([C:18]([NH:41][S:38]([CH:35]3[CH2:37][CH2:36]3)(=[O:40])=[O:39])=[O:19])=[C:13]2[N:12]=[CH:11][C:10]=1[C:21]([N:23]1[CH2:28][CH2:27][CH:26]([C:29]2[CH:34]=[CH:33][CH:32]=[CH:31][CH:30]=2)[CH2:25][CH2:24]1)=[O:22], predict the reactants needed to synthesize it. The reactants are: [CH3:1][C:2]1[CH:7]=[CH:6][CH:5]=[CH:4][C:3]=1[NH:8][C:9]1[N:14]2[N:15]=[CH:16][C:17]([C:18](O)=[O:19])=[C:13]2[N:12]=[CH:11][C:10]=1[C:21]([N:23]1[CH2:28][CH2:27][CH:26]([C:29]2[CH:34]=[CH:33][CH:32]=[CH:31][CH:30]=2)[CH2:25][CH2:24]1)=[O:22].[CH:35]1([S:38]([NH2:41])(=[O:40])=[O:39])[CH2:37][CH2:36]1.